Dataset: Reaction yield outcomes from USPTO patents with 853,638 reactions. Task: Predict the reaction yield, written as a fraction of the theoretical maximum amount of product (1.0 means a 100% yield; for example, 0.34 means a 34% yield). (1) The reactants are Br[C:2]1[C:11]2[C:6](=[CH:7][N:8]=[CH:9][CH:10]=2)[C:5](=[O:12])[N:4]([CH3:13])[CH:3]=1.[CH3:14][S:15]([NH:18][C:19]1[CH:20]=[C:21](B(O)O)[CH:22]=[CH:23][CH:24]=1)(=[O:17])=[O:16].[O-]P([O-])([O-])=O.[K+].[K+].[K+]. The catalyst is O1CCOCC1.C1C=CC(P(C2C=CC=CC=2)[C-]2C=CC=C2)=CC=1.C1C=CC(P(C2C=CC=CC=2)[C-]2C=CC=C2)=CC=1.Cl[Pd]Cl.[Fe+2]. The product is [CH3:13][N:4]1[CH:3]=[C:2]([C:23]2[CH:24]=[C:19]([NH:18][S:15]([CH3:14])(=[O:16])=[O:17])[CH:20]=[CH:21][CH:22]=2)[C:11]2[C:6](=[CH:7][N:8]=[CH:9][CH:10]=2)[C:5]1=[O:12]. The yield is 0.698. (2) The reactants are [NH:1]1[CH:8]=[CH:7][C:5](=[O:6])[NH:4][C:2]1=[O:3].[CH2:9]([O:16][C@@H:17]1[C@@H:21]([CH2:22][O:23][CH2:24][C:25]2[CH:30]=[CH:29][CH:28]=[CH:27][CH:26]=2)[O:20][C@H:19](OC)[C@@:18]1([NH:34][C:35](=[O:40])[C:36]([F:39])([F:38])[F:37])[CH3:33])[C:10]1[CH:15]=[CH:14][CH:13]=[CH:12][CH:11]=1.FC(F)(F)S(O[Si](C)(C)C)(=O)=O. The catalyst is C(#N)C. The product is [CH2:9]([O:16][C@@H:17]1[C@@H:21]([CH2:22][O:23][CH2:24][C:25]2[CH:26]=[CH:27][CH:28]=[CH:29][CH:30]=2)[O:20][C@@H:19]([N:1]2[CH:8]=[CH:7][C:5](=[O:6])[NH:4][C:2]2=[O:3])[C@@:18]1([NH:34][C:35](=[O:40])[C:36]([F:39])([F:38])[F:37])[CH3:33])[C:10]1[CH:11]=[CH:12][CH:13]=[CH:14][CH:15]=1. The yield is 0.210. (3) The yield is 0.100. The catalyst is CN(C)C=O.[Cu]I. The product is [CH3:16][N:5]1[CH:4]=[C:3]2[C:7]([CH:8]=[C:9]([C:11]([O:13][CH2:14][CH3:15])=[O:12])[CH:10]=[C:2]2[O:1][C:24]2[CH:29]=[CH:28][C:27]([S:30]([CH3:33])(=[O:31])=[O:32])=[CH:26][C:25]=2[C:34]([F:35])([F:37])[F:36])=[N:6]1. The reactants are [OH:1][C:2]1[C:3]2[C:7]([CH:8]=[C:9]([C:11]([O:13][CH2:14][CH3:15])=[O:12])[CH:10]=1)=[N:6][N:5]([CH3:16])[CH:4]=2.C(=O)([O-])[O-].[Cs+].[Cs+].Cl[C:24]1[CH:29]=[CH:28][C:27]([S:30]([CH3:33])(=[O:32])=[O:31])=[CH:26][C:25]=1[C:34]([F:37])([F:36])[F:35]. (4) The reactants are [NH2:1][C:2]1[CH2:3][S:4][C:5]2[CH:11]=[C:10]([O:12][C:13]([F:16])([F:15])[F:14])[CH:9]=[CH:8][C:6]=2[N:7]=1.[CH2:17]([N:20]([CH2:24][CH2:25][CH3:26])[C:21](=O)[CH3:22])[CH2:18][CH3:19]. No catalyst specified. The product is [CH2:17]([N:20]([CH2:24][CH2:25][CH3:26])[C:21](=[N:1][C:2]1[CH2:3][S:4][C:5]2[CH:11]=[C:10]([O:12][C:13]([F:16])([F:15])[F:14])[CH:9]=[CH:8][C:6]=2[N:7]=1)[CH3:22])[CH2:18][CH3:19]. The yield is 0.620. (5) The reactants are [S:2]([CH2:3][CH2:4][C:5]([NH:7][C:8]1[CH:13]=[CH:12][C:11]([C:14]#[N:15])=[C:10]([C:16]([F:17])([F:18])[F:19])[CH:9]=1)=[O:6])[S:2][CH2:3][CH2:4][C:5]([NH:7][C:8]1[CH:13]=[CH:12][C:11]([C:14]#[N:15])=[C:10]([C:16]([F:19])([F:18])[F:17])[CH:9]=1)=[O:6].S(Cl)(Cl)(=O)=O. The catalyst is C1(C)C=CC=CC=1. The product is [O:6]=[C:5]1[CH:4]=[CH:3][S:2][N:7]1[C:8]1[CH:13]=[CH:12][C:11]([C:14]#[N:15])=[C:10]([C:16]([F:19])([F:18])[F:17])[CH:9]=1. The yield is 0.850.